The task is: Regression. Given two drug SMILES strings and cell line genomic features, predict the synergy score measuring deviation from expected non-interaction effect.. This data is from NCI-60 drug combinations with 297,098 pairs across 59 cell lines. (1) Drug 1: CCN(CC)CCNC(=O)C1=C(NC(=C1C)C=C2C3=C(C=CC(=C3)F)NC2=O)C. Drug 2: N.N.Cl[Pt+2]Cl. Cell line: HCC-2998. Synergy scores: CSS=23.2, Synergy_ZIP=3.40, Synergy_Bliss=6.35, Synergy_Loewe=1.65, Synergy_HSA=4.82. (2) Drug 1: CC1CCC2CC(C(=CC=CC=CC(CC(C(=O)C(C(C(=CC(C(=O)CC(OC(=O)C3CCCCN3C(=O)C(=O)C1(O2)O)C(C)CC4CCC(C(C4)OC)OCCO)C)C)O)OC)C)C)C)OC. Drug 2: CN(C(=O)NC(C=O)C(C(C(CO)O)O)O)N=O. Cell line: OVCAR-4. Synergy scores: CSS=4.98, Synergy_ZIP=-3.82, Synergy_Bliss=-1.78, Synergy_Loewe=-22.6, Synergy_HSA=-4.43. (3) Drug 1: CNC(=O)C1=CC=CC=C1SC2=CC3=C(C=C2)C(=NN3)C=CC4=CC=CC=N4. Drug 2: CC1OCC2C(O1)C(C(C(O2)OC3C4COC(=O)C4C(C5=CC6=C(C=C35)OCO6)C7=CC(=C(C(=C7)OC)O)OC)O)O. Cell line: 786-0. Synergy scores: CSS=35.3, Synergy_ZIP=13.5, Synergy_Bliss=12.9, Synergy_Loewe=1.87, Synergy_HSA=12.7.